Dataset: NCI-60 drug combinations with 297,098 pairs across 59 cell lines. Task: Regression. Given two drug SMILES strings and cell line genomic features, predict the synergy score measuring deviation from expected non-interaction effect. (1) Drug 1: C1=NC2=C(N=C(N=C2N1C3C(C(C(O3)CO)O)O)F)N. Drug 2: C1=NC2=C(N1)C(=S)N=CN2. Cell line: CCRF-CEM. Synergy scores: CSS=80.2, Synergy_ZIP=0.356, Synergy_Bliss=0.455, Synergy_Loewe=-0.237, Synergy_HSA=3.24. (2) Drug 1: CCC1(CC2CC(C3=C(CCN(C2)C1)C4=CC=CC=C4N3)(C5=C(C=C6C(=C5)C78CCN9C7C(C=CC9)(C(C(C8N6C=O)(C(=O)OC)O)OC(=O)C)CC)OC)C(=O)OC)O.OS(=O)(=O)O. Drug 2: C(CCl)NC(=O)N(CCCl)N=O. Cell line: ACHN. Synergy scores: CSS=-1.32, Synergy_ZIP=-0.286, Synergy_Bliss=-5.34, Synergy_Loewe=-4.14, Synergy_HSA=-6.51. (3) Drug 1: C1=CC(=C2C(=C1NCCNCCO)C(=O)C3=C(C=CC(=C3C2=O)O)O)NCCNCCO. Drug 2: CCCS(=O)(=O)NC1=C(C(=C(C=C1)F)C(=O)C2=CNC3=C2C=C(C=N3)C4=CC=C(C=C4)Cl)F. Cell line: COLO 205. Synergy scores: CSS=68.9, Synergy_ZIP=1.19, Synergy_Bliss=-0.632, Synergy_Loewe=0.139, Synergy_HSA=3.75.